From a dataset of Forward reaction prediction with 1.9M reactions from USPTO patents (1976-2016). Predict the product of the given reaction. (1) Given the reactants O.[OH-].[Li+].C[O:5][C:6](=[O:40])[CH2:7][C:8]1[C:17]([CH3:18])=[C:16]([C:19]2[CH:24]=[CH:23][C:22]([S:25]([C:28]3[CH:33]=[CH:32][C:31]([O:34][C:35]([F:38])([F:37])[F:36])=[CH:30][CH:29]=3)(=[O:27])=[O:26])=[CH:21][CH:20]=2)[C:15]2[C:10](=[CH:11][CH:12]=[C:13]([Cl:39])[CH:14]=2)[CH:9]=1, predict the reaction product. The product is: [Cl:39][C:13]1[CH:14]=[C:15]2[C:10](=[CH:11][CH:12]=1)[CH:9]=[C:8]([CH2:7][C:6]([OH:40])=[O:5])[C:17]([CH3:18])=[C:16]2[C:19]1[CH:20]=[CH:21][C:22]([S:25]([C:28]2[CH:33]=[CH:32][C:31]([O:34][C:35]([F:37])([F:36])[F:38])=[CH:30][CH:29]=2)(=[O:27])=[O:26])=[CH:23][CH:24]=1. (2) Given the reactants [CH3:1][O:2][C:3]1[CH:23]=[CH:22][C:6]([CH2:7][NH:8][CH:9]2[CH2:14][CH2:13][N:12]([CH2:15][C:16]3[CH:21]=[CH:20][CH:19]=[CH:18][CH:17]=3)[CH2:11][CH2:10]2)=[C:5]([N+:24]([O-])=O)[CH:4]=1, predict the reaction product. The product is: [NH2:24][C:5]1[CH:4]=[C:3]([O:2][CH3:1])[CH:23]=[CH:22][C:6]=1[CH2:7][NH:8][CH:9]1[CH2:14][CH2:13][N:12]([CH2:15][C:16]2[CH:21]=[CH:20][CH:19]=[CH:18][CH:17]=2)[CH2:11][CH2:10]1. (3) Given the reactants [CH3:1][NH:2][C:3]1[C:4]([NH2:13])=[CH:5][C:6]([C:9]([F:12])([F:11])[F:10])=[CH:7][CH:8]=1.[CH3:14][C:15]1[CH:23]=[N:22][CH:21]=[CH:20][C:16]=1[C:17](O)=O.CCN=C=NCCCN(C)C.N1C=CC=CC=1, predict the reaction product. The product is: [CH3:1][N:2]1[C:3]2[CH:8]=[CH:7][C:6]([C:9]([F:11])([F:10])[F:12])=[CH:5][C:4]=2[N:13]=[C:17]1[C:16]1[CH:20]=[CH:21][N:22]=[CH:23][C:15]=1[CH3:14]. (4) Given the reactants [CH3:1][C:2]1[O:6][C:5]([N:7]2[CH2:38][CH2:37][C:10]3([C:15](=[O:16])[N:14]([CH2:17][C:18]4[C:26]5[C:21](=[CH:22][CH:23]=[CH:24][CH:25]=5)[N:20](S(C5C=CC(C)=CC=5)(=O)=O)[CH:19]=4)[CH2:13][CH2:12][CH2:11]3)[CH2:9][CH2:8]2)=[N:4][N:3]=1, predict the reaction product. The product is: [NH:20]1[C:21]2[C:26](=[CH:25][CH:24]=[CH:23][CH:22]=2)[C:18]([CH2:17][N:14]2[CH2:13][CH2:12][CH2:11][C:10]3([CH2:9][CH2:8][N:7]([C:5]4[O:6][C:2]([CH3:1])=[N:3][N:4]=4)[CH2:38][CH2:37]3)[C:15]2=[O:16])=[CH:19]1. (5) Given the reactants [F:1][C:2]1[CH:3]=[C:4]([O:9][CH3:10])[CH:5]=[C:6]([F:8])[CH:7]=1.CN(C)[CH2:13][CH2:14]N(C)CCN(C)C.C([Li])CCC.C([C:30](=[O:34])[C:31]([O-:33])=[O:32])C.Cl, predict the reaction product. The product is: [CH2:13]([O:33][C:31](=[O:32])[CH:30]([C:7]1[C:2]([F:1])=[CH:3][C:4]([O:9][CH3:10])=[CH:5][C:6]=1[F:8])[OH:34])[CH3:14]. (6) Given the reactants [C:1]12([C:11]3[CH:12]=[C:13]([CH:16]=[CH:17][C:18]=3[OH:19])[CH:14]=[O:15])[CH2:10][CH:5]3[CH2:6][CH:7]([CH2:9][CH:3]([CH2:4]3)[CH2:2]1)[CH2:8]2.C([O-])([O-])=O.[K+].[K+].Br[CH:27]([CH3:29])[CH3:28], predict the reaction product. The product is: [C:1]12([C:11]3[CH:12]=[C:13]([CH:16]=[CH:17][C:18]=3[O:19][CH:27]([CH3:29])[CH3:28])[CH:14]=[O:15])[CH2:2][CH:3]3[CH2:9][CH:7]([CH2:6][CH:5]([CH2:4]3)[CH2:10]1)[CH2:8]2.